The task is: Predict which catalyst facilitates the given reaction.. This data is from Catalyst prediction with 721,799 reactions and 888 catalyst types from USPTO. (1) Reactant: [CH2:1]([CH:3]([CH2:6][CH2:7][CH2:8][CH3:9])[CH2:4]O)[CH3:2].[ClH:10]. Product: [CH2:1]([CH:3]([CH2:6][CH2:7][CH2:8][CH3:9])[CH2:4][Cl:10])[CH3:2]. The catalyst class is: 6. (2) Reactant: [CH3:1][C:2]1[CH:7]=[C:6]([CH3:8])[CH:5]=[CH:4][C:3]=1[C:9]1[S:10][C:11]([C:15]([O:20][CH3:21])([O:18][CH3:19])[CH2:16][OH:17])=[C:12]([CH3:14])[N:13]=1.[CH3:22][O:23][C:24]1[CH:31]=[CH:30][C:27]([CH2:28]Cl)=[CH:26][CH:25]=1.[H-].[Na+]. Product: [CH3:21][O:20][C:15]([C:11]1[S:10][C:9]([C:3]2[CH:4]=[CH:5][C:6]([CH3:8])=[CH:7][C:2]=2[CH3:1])=[N:13][C:12]=1[CH3:14])([O:18][CH3:19])[CH2:16][O:17][CH2:28][C:27]1[CH:30]=[CH:31][C:24]([O:23][CH3:22])=[CH:25][CH:26]=1. The catalyst class is: 9. (3) Reactant: [Br:1][C:2]1[CH:7]=[CH:6][C:5]([OH:8])=[C:4]([N+:9]([O-:11])=[O:10])[CH:3]=1.[H-].[Na+].[CH3:14]I. Product: [Br:1][C:2]1[CH:7]=[CH:6][C:5]([O:8][CH3:14])=[C:4]([N+:9]([O-:11])=[O:10])[CH:3]=1. The catalyst class is: 35. (4) Reactant: [Br:1][C:2]1[CH:7]=[CH:6][C:5]([C:8]([C:12]2[CH:17]=[CH:16][C:15]([Br:18])=[CH:14][CH:13]=2)=[CH:9][CH2:10]Cl)=[CH:4][CH:3]=1.[OH:19][C:20]1[CH:31]=[CH:30][C:23]([O:24][CH2:25][C:26]([O:28][CH3:29])=[O:27])=[C:22]([CH3:32])[CH:21]=1.C(#N)C.C(=O)([O-])[O-].[Cs+].[Cs+]. Product: [Br:1][C:2]1[CH:7]=[CH:6][C:5]([C:8]([C:12]2[CH:17]=[CH:16][C:15]([Br:18])=[CH:14][CH:13]=2)=[CH:9][CH2:10][O:19][C:20]2[CH:31]=[CH:30][C:23]([O:24][CH2:25][C:26]([O:28][CH3:29])=[O:27])=[C:22]([CH3:32])[CH:21]=2)=[CH:4][CH:3]=1. The catalyst class is: 6. (5) Reactant: [N:1]1([C:7]2[CH:20]=[CH:19][C:10]([C:11]([C:13]3[CH:18]=[CH:17][CH:16]=[CH:15][CH:14]=3)=[O:12])=[CH:9][CH:8]=2)[CH2:6][CH2:5][NH:4][CH2:3][CH2:2]1.CN(C)C=O.[C:26]1(C)C(C)=CC=C[CH:31]=1.[C-]#[C-].[Na+].[Na+]. Product: [C:13]1([C:11]([C:10]2[CH:9]=[CH:8][C:7]([N:1]3[CH2:6][CH2:5][NH:4][CH2:3][CH2:2]3)=[CH:20][CH:19]=2)([OH:12])[C:26]#[CH:31])[CH:18]=[CH:17][CH:16]=[CH:15][CH:14]=1. The catalyst class is: 6. (6) Reactant: [N:1]1[C:10]2[C:5](=[CH:6][CH:7]=[CH:8][CH:9]=2)[CH:4]=[CH:3][C:2]=1[CH2:11][O:12][C:13]1[CH:18]=[CH:17][C:16]([CH2:19][C:20]([O:22]CC)=[O:21])=[CH:15][CH:14]=1.[OH-].[K+]. Product: [N:1]1[C:10]2[C:5](=[CH:6][CH:7]=[CH:8][CH:9]=2)[CH:4]=[CH:3][C:2]=1[CH2:11][O:12][C:13]1[CH:14]=[CH:15][C:16]([CH2:19][C:20]([OH:22])=[O:21])=[CH:17][CH:18]=1. The catalyst class is: 24. (7) Reactant: [OH:1][C@H:2]1[CH2:7][CH2:6][CH2:5][CH2:4][C@@H:3]1[NH:8][C:9]([C:11]1[C:15]2=[N:16][CH:17]=[CH:18][C:19]([CH3:20])=[C:14]2[NH:13][CH:12]=1)=[O:10].Cl.Cl[CH2:23][C:24]1[CH:29]=[CH:28][C:27]([CH3:30])=[CH:26][N:25]=1.C(=O)([O-])[O-].[Cs+].[Cs+]. Product: [OH:1][C@H:2]1[CH2:7][CH2:6][CH2:5][CH2:4][C@@H:3]1[NH:8][C:9]([C:11]1[C:15]2=[N:16][CH:17]=[CH:18][C:19]([CH3:20])=[C:14]2[N:13]([CH2:23][C:24]2[CH:29]=[CH:28][C:27]([CH3:30])=[CH:26][N:25]=2)[CH:12]=1)=[O:10]. The catalyst class is: 3. (8) Reactant: [CH2:1]([N:8]1[CH2:14][C:13]2[CH:15]=[CH:16][C:17]([F:20])=[C:18](Br)[C:12]=2[O:11][CH2:10][CH2:9]1)[C:2]1[CH:7]=[CH:6][CH:5]=[CH:4][CH:3]=1.[O:21]1[CH:25]=[CH:24][C:23](B(O)O)=[CH:22]1.C(=O)([O-])[O-].[K+].[K+].COCCOC. Product: [CH2:1]([N:8]1[CH2:14][C:13]2[CH:15]=[CH:16][C:17]([F:20])=[C:18]([C:23]3[CH:24]=[CH:25][O:21][CH:22]=3)[C:12]=2[O:11][CH2:10][CH2:9]1)[C:2]1[CH:7]=[CH:6][CH:5]=[CH:4][CH:3]=1. The catalyst class is: 103.